This data is from Full USPTO retrosynthesis dataset with 1.9M reactions from patents (1976-2016). The task is: Predict the reactants needed to synthesize the given product. (1) Given the product [CH:1]([O:14][C:15]([C:17]1[N:22]2[C:23](=[O:66])[CH:24]([NH:25][C:26](=[O:65])[C:27](=[N:53][O:54][C:55]([CH3:64])([C:57]([O:59][C:60]([CH3:63])([CH3:62])[CH3:61])=[O:58])[CH3:56])[C:28]3[N:29]=[C:30]([NH:33][C:34]([C:47]4[CH:52]=[CH:51][CH:50]=[CH:49][CH:48]=4)([C:41]4[CH:46]=[CH:45][CH:44]=[CH:43][CH:42]=4)[C:35]4[CH:40]=[CH:39][CH:38]=[CH:37][CH:36]=4)[S:31][CH:32]=3)[C@H:21]2[S:20][CH2:19][C:18]=1[CH:67]=[CH:95][C:94]1[CH:97]=[CH:98][C:99]([N+:101]([O-:103])=[O:102])=[CH:100][C:93]=1[N+:90]([O-:92])=[O:91])=[O:16])([C:8]1[CH:13]=[CH:12][CH:11]=[CH:10][CH:9]=1)[C:2]1[CH:7]=[CH:6][CH:5]=[CH:4][CH:3]=1, predict the reactants needed to synthesize it. The reactants are: [CH:1]([O:14][C:15]([C:17]1[N:22]2[C:23](=[O:66])[CH:24]([NH:25][C:26](=[O:65])[C:27](=[N:53][O:54][C:55]([CH3:64])([C:57]([O:59][C:60]([CH3:63])([CH3:62])[CH3:61])=[O:58])[CH3:56])[C:28]3[N:29]=[C:30]([NH:33][C:34]([C:47]4[CH:52]=[CH:51][CH:50]=[CH:49][CH:48]=4)([C:41]4[CH:46]=[CH:45][CH:44]=[CH:43][CH:42]=4)[C:35]4[CH:40]=[CH:39][CH:38]=[CH:37][CH:36]=4)[S:31][CH:32]=3)[C@H:21]2[S:20][CH2:19][C:18]=1[CH2:67]Cl)=[O:16])([C:8]1[CH:13]=[CH:12][CH:11]=[CH:10][CH:9]=1)[C:2]1[CH:7]=[CH:6][CH:5]=[CH:4][CH:3]=1.[I-].[Na+].C1(P(C2C=CC=CC=2)C2C=CC=CC=2)C=CC=CC=1.[N+:90]([C:93]1[CH:100]=[C:99]([N+:101]([O-:103])=[O:102])[CH:98]=[CH:97][C:94]=1[CH:95]=O)([O-:92])=[O:91].C(=O)([O-])O.[Na+]. (2) Given the product [OH:4][C:5]1[CH:10]=[CH:9][C:8]([C:11]2[CH:12]([CH2:25][CH2:26][CH3:27])[O:13][C:14]3[C:19]([CH:20]=2)=[CH:18][CH:17]=[C:16]([OH:21])[CH:15]=3)=[CH:7][CH:6]=1, predict the reactants needed to synthesize it. The reactants are: C([O:4][C:5]1[CH:10]=[CH:9][C:8]([C:11]2[CH:12]([CH2:25][CH2:26][CH3:27])[O:13][C:14]3[C:19]([CH:20]=2)=[CH:18][CH:17]=[C:16]([O:21]C(=O)C)[CH:15]=3)=[CH:7][CH:6]=1)(=O)C.C(O)(=O)C.O. (3) Given the product [CH2:36]([NH:43][C:17]([C@@H:9]1[CH2:10][C:11](=[N:13][O:14][CH2:15][CH3:16])[CH2:12][N:8]1[C:6](=[O:7])[CH:26]([C:20]1[CH:21]=[CH:22][CH:23]=[CH:24][CH:25]=1)[C:30]1[CH:31]=[CH:32][CH:33]=[CH:34][CH:35]=1)=[O:19])[C:37]1[CH:42]=[CH:41][CH:40]=[CH:39][CH:38]=1, predict the reactants needed to synthesize it. The reactants are: C(O[C:6]([N:8]1[CH2:12][C:11](=[N:13][O:14][CH2:15][CH3:16])[CH2:10][C@H:9]1[C:17]([OH:19])=O)=[O:7])(C)(C)C.[C:20]1([CH:26]([C:30]2[CH:35]=[CH:34][CH:33]=[CH:32][CH:31]=2)C(Cl)=O)[CH:25]=[CH:24][CH:23]=[CH:22][CH:21]=1.[CH2:36]([NH2:43])[C:37]1[CH:42]=[CH:41][CH:40]=[CH:39][CH:38]=1. (4) The reactants are: [OH:1][C:2]1[CH:7]=[C:6]([N+:8]([O-:10])=[O:9])[CH:5]=[CH:4][C:3]=1[NH:11][C:12](=[O:14])[CH3:13].C(=O)([O-])[O-].[K+].[K+].[CH2:21](Br)[C:22]1[CH:27]=[CH:26][CH:25]=[CH:24][CH:23]=1.CCCCCC.CCOC(C)=O. Given the product [CH2:21]([O:1][C:2]1[CH:7]=[C:6]([N+:8]([O-:10])=[O:9])[CH:5]=[CH:4][C:3]=1[NH:11][C:12](=[O:14])[CH3:13])[C:22]1[CH:27]=[CH:26][CH:25]=[CH:24][CH:23]=1, predict the reactants needed to synthesize it. (5) Given the product [Br:1][C:2]1[CH:3]=[CH:4][C:5]([F:9])=[C:6]([CH:7]=1)[O:8][CH2:16][C@H:17]1[CH2:19][O:18]1, predict the reactants needed to synthesize it. The reactants are: [Br:1][C:2]1[CH:3]=[CH:4][C:5]([F:9])=[C:6]([OH:8])[CH:7]=1.C(=O)([O-])[O-].[K+].[K+].[CH3:16][C:17]([CH3:19])=[O:18]. (6) Given the product [C:6]([O:5][C:3]([N:10]1[CH2:14][CH2:13][CH:12]([O:15][C:17]2[CH:22]=[CH:21][CH:20]=[C:19]([N+:23]([O-:25])=[O:24])[CH:18]=2)[CH2:11]1)=[O:4])([CH3:9])([CH3:8])[CH3:7], predict the reactants needed to synthesize it. The reactants are: [H-].[Na+].[C:3]([N:10]1[CH2:14][CH2:13][C@H:12]([OH:15])[CH2:11]1)([O:5][C:6]([CH3:9])([CH3:8])[CH3:7])=[O:4].F[C:17]1[CH:18]=[C:19]([N+:23]([O-:25])=[O:24])[CH:20]=[CH:21][CH:22]=1.